Dataset: Catalyst prediction with 721,799 reactions and 888 catalyst types from USPTO. Task: Predict which catalyst facilitates the given reaction. (1) Reactant: [C:1]([NH:7][C:8]1[CH:13]=[CH:12][C:11]([C:14]2[CH:19]=[CH:18][C:17]([C:20]([C@@H:22]3[CH2:24][C@H:23]3[C:25]([O:27]C)=[O:26])=[O:21])=[CH:16][CH:15]=2)=[CH:10][CH:9]=1)(=[O:6])[CH2:2][CH2:3][CH2:4][CH3:5].[OH-].[Na+]. Product: [C:1]([NH:7][C:8]1[CH:13]=[CH:12][C:11]([C:14]2[CH:19]=[CH:18][C:17]([C:20]([C@@H:22]3[CH2:24][C@H:23]3[C:25]([OH:27])=[O:26])=[O:21])=[CH:16][CH:15]=2)=[CH:10][CH:9]=1)(=[O:6])[CH2:2][CH2:3][CH2:4][CH3:5]. The catalyst class is: 5. (2) Reactant: [CH3:1][O:2][CH2:3][C@@H:4]([O:6][C:7]1[CH:8]=[C:9]([CH:13]=[C:14]([O:16][CH2:17][C:18]2[CH:23]=[CH:22][CH:21]=[CH:20][CH:19]=2)[CH:15]=1)[C:10]([NH2:12])=O)[CH3:5].N1C=CC=CC=1.FC(F)(F)C(OC(=O)C(F)(F)F)=O. Product: [CH3:1][O:2][CH2:3][C@@H:4]([O:6][C:7]1[CH:8]=[C:9]([CH:13]=[C:14]([O:16][CH2:17][C:18]2[CH:19]=[CH:20][CH:21]=[CH:22][CH:23]=2)[CH:15]=1)[C:10]#[N:12])[CH3:5]. The catalyst class is: 12. (3) The catalyst class is: 16. Product: [NH2:10][C:5]1[CH:6]=[CH:7][CH:8]=[CH:9][C:4]=1[O:3][C:15]1[CH:20]=[CH:19][C:18]([C:21]2[S:22][C:23]3[N:24]=[CH:25][N:26]=[CH:27][C:28]=3[N:29]=2)=[CH:17][C:16]=1[C:30]#[N:31]. Reactant: [H-].[Na+].[OH:3][C:4]1[CH:9]=[CH:8][CH:7]=[CH:6][C:5]=1[NH:10]C(=O)C.Cl[C:15]1[CH:20]=[CH:19][C:18]([C:21]2[S:22][C:23]3[N:24]=[CH:25][N:26]=[CH:27][C:28]=3[N:29]=2)=[CH:17][C:16]=1[C:30]#[N:31].O. (4) Reactant: [CH2:1]([N:8]1[C:12](/[CH:13]=[C:14](/[C:19]([O:21][CH2:22][CH3:23])=[O:20])\[CH2:15][C:16]([OH:18])=O)=[CH:11][N:10]=[C:9]1[CH3:24])[C:2]1[CH:7]=[CH:6][CH:5]=[CH:4][CH:3]=1.[C:25](OC(=O)C)(=[O:27])[CH3:26]. Product: [C:25]([O:18][C:16]1[C:11]2[N:10]=[C:9]([CH3:24])[N:8]([CH2:1][C:2]3[CH:3]=[CH:4][CH:5]=[CH:6][CH:7]=3)[C:12]=2[CH:13]=[C:14]([C:19]([O:21][CH2:22][CH3:23])=[O:20])[CH:15]=1)(=[O:27])[CH3:26]. The catalyst class is: 10. (5) Reactant: C([O:3][C:4](=O)[C:5]([NH:27]C(=O)C)([CH2:11][CH2:12][C:13]1[CH:18]=[CH:17][C:16]([CH2:19][CH2:20][CH2:21][CH2:22][CH2:23][CH2:24][CH2:25][CH3:26])=[CH:15][CH:14]=1)[C:6](OCC)=[O:7])C.[Cl-].[Cl-].[Ca+2].[BH4-].[Na+].Cl.[OH-].[Na+]. Product: [CH3:26][CH2:25][CH2:24][CH2:23][CH2:22][CH2:21][CH2:20][CH2:19][C:16]1[CH:17]=[CH:18][C:13]([CH2:12][CH2:11][C:5]([NH2:27])([CH2:4][OH:3])[CH2:6][OH:7])=[CH:14][CH:15]=1. The catalyst class is: 40.